From a dataset of Reaction yield outcomes from USPTO patents with 853,638 reactions. Predict the reaction yield, written as a fraction of the theoretical maximum amount of product (1.0 means a 100% yield; for example, 0.34 means a 34% yield). (1) The reactants are [Br:1][C:2]1[CH:3]=[C:4]([CH:7]=[CH:8][C:9]=1[O:10][CH3:11])[CH2:5]Br.[F:12][C:13]1[CH:18]=[CH:17][C:16](B(O)O)=[CH:15][CH:14]=1.P([O-])([O-])([O-])=O.[K+].[K+].[K+].C(COC)OC. The catalyst is C1C=CC([P]([Pd]([P](C2C=CC=CC=2)(C2C=CC=CC=2)C2C=CC=CC=2)([P](C2C=CC=CC=2)(C2C=CC=CC=2)C2C=CC=CC=2)[P](C2C=CC=CC=2)(C2C=CC=CC=2)C2C=CC=CC=2)(C2C=CC=CC=2)C2C=CC=CC=2)=CC=1.C(O)C. The product is [Br:1][C:2]1[CH:3]=[C:4]([CH2:5][C:16]2[CH:17]=[CH:18][C:13]([F:12])=[CH:14][CH:15]=2)[CH:7]=[CH:8][C:9]=1[O:10][CH3:11]. The yield is 0.400. (2) The reactants are [Br:1][C:2]1[CH:11]=[CH:10][C:5]([CH2:6][N:7]=[N+]=[N-])=[CH:4][CH:3]=1.C1(P(C2C=CC=CC=2)C2C=CC=CC=2)C=CC=CC=1. The catalyst is CO. The product is [Br:1][C:2]1[CH:11]=[CH:10][C:5]([CH2:6][NH2:7])=[CH:4][CH:3]=1. The yield is 0.630. (3) The reactants are [H-].[Na+].[C:3]([CH2:5]P(=O)(OCC)OCC)#[N:4].[CH3:14][C:15]1[O:16][C:17]2[C:26]3[C:25](=O)[CH2:24][CH2:23][C:22]=3[CH:21]=[CH:20][C:18]=2[N:19]=1.[Cl-].[NH4+]. The catalyst is O1CCCC1. The product is [CH3:14][C:15]1[O:16][C:17]2[C:26]3[C:25](=[CH:5][C:3]#[N:4])[CH2:24][CH2:23][C:22]=3[CH:21]=[CH:20][C:18]=2[N:19]=1. The yield is 0.760. (4) The reactants are [N+:1]([C:4]1[CH:12]=[CH:11][C:7]([C:8](Cl)=[O:9])=[CH:6][CH:5]=1)([O-:3])=[O:2].[NH2:13][C@@H:14]([CH2:23][CH:24]([CH3:26])[CH3:25])[C:15]([O:17][CH:18]1[CH2:22][CH2:21][CH2:20][CH2:19]1)=[O:16].C(N(C(C)C)CC)(C)C.C([O-])(O)=O.[Na+]. The catalyst is C(Cl)Cl. The product is [CH3:25][CH:24]([CH3:26])[CH2:23][C@H:14]([NH:13][C:8](=[O:9])[C:7]1[CH:11]=[CH:12][C:4]([N+:1]([O-:3])=[O:2])=[CH:5][CH:6]=1)[C:15]([O:17][CH:18]1[CH2:19][CH2:20][CH2:21][CH2:22]1)=[O:16]. The yield is 1.00. (5) The reactants are [CH2:1]([O:8][C:9]([N:11]1[C@H:16]([C:17](=[O:30])[NH:18][C@H:19](C=O)[CH2:20][C:21]([O:23][C:24]([CH3:27])([CH3:26])[CH3:25])=[O:22])[C@@H:15]2[CH2:31][C@H:12]1[CH2:13][CH2:14]2)=[O:10])[C:2]1[CH:7]=[CH:6][CH:5]=[CH:4][CH:3]=1.[CH:32]([O:39][CH2:40][CH3:41])([O:36][CH2:37][CH3:38])OCC.C(=O)(O)[O-].[Na+]. The catalyst is ClCCl.O.C1(C)C=CC(S(O)(=O)=O)=CC=1. The product is [CH2:1]([O:8][C:9]([N:11]1[C@H:16]([C:17](=[O:30])[NH:18][C@@H:19]([CH2:20][C:21]([O:23][C:24]([CH3:25])([CH3:27])[CH3:26])=[O:22])[CH:32]([O:36][CH2:37][CH3:38])[O:39][CH2:40][CH3:41])[C@@H:15]2[CH2:31][C@H:12]1[CH2:13][CH2:14]2)=[O:10])[C:2]1[CH:3]=[CH:4][CH:5]=[CH:6][CH:7]=1. The yield is 0.780. (6) The reactants are C([O:3][C:4]([C:6]1[N:7]([C:16]2[CH:21]=[CH:20][C:19]([CH2:22][NH:23][C:24]([C:26]3([NH:29][C:30]([C:32]4[O:36][N:35]=[C:34]([O:37][CH3:38])[CH:33]=4)=[O:31])[CH2:28][CH2:27]3)=[O:25])=[CH:18][CH:17]=2)[C:8]2[C:13]([C:14]=1[Cl:15])=[CH:12][CH:11]=[CH:10][CH:9]=2)=[O:5])C.O1CCCC1.O.[OH-].[Li+].Cl. The catalyst is CO.O. The product is [Cl:15][C:14]1[C:13]2[C:8](=[CH:9][CH:10]=[CH:11][CH:12]=2)[N:7]([C:16]2[CH:21]=[CH:20][C:19]([CH2:22][NH:23][C:24]([C:26]3([NH:29][C:30]([C:32]4[O:36][N:35]=[C:34]([O:37][CH3:38])[CH:33]=4)=[O:31])[CH2:28][CH2:27]3)=[O:25])=[CH:18][CH:17]=2)[C:6]=1[C:4]([OH:5])=[O:3]. The yield is 0.740. (7) The reactants are [OH:1][CH2:2][CH2:3][O:4][C:5]1[CH:14]=[CH:13][C:8]([C:9]([O:11]C)=[O:10])=[CH:7][C:6]=1[CH3:15].[OH-].[Na+]. The product is [OH:1][CH2:2][CH2:3][O:4][C:5]1[CH:14]=[CH:13][C:8]([C:9]([OH:11])=[O:10])=[CH:7][C:6]=1[CH3:15]. The catalyst is O1CCOCC1. The yield is 0.440. (8) The catalyst is O1CCOCC1. The product is [N:1]1[N:2]=[C:3]([S:10][C:11]2[CH:12]=[CH:13][C:14]3[N:15]([CH:17]=[C:18]([NH2:20])[N:19]=3)[N:16]=2)[N:4]2[CH:9]=[CH:8][CH:7]=[CH:6][C:5]=12. The yield is 0.680. The reactants are [N:1]1[N:2]=[C:3]([S:10][C:11]2[CH:12]=[CH:13][C:14]3[N:15]([CH:17]=[C:18]([NH:20]C(=O)OC(C)(C)C)[N:19]=3)[N:16]=2)[N:4]2[CH:9]=[CH:8][CH:7]=[CH:6][C:5]=12.Cl.C(O)(C(F)(F)F)=O. (9) The reactants are [CH2:1]([O:3][C:4]1[CH:10]=[CH:9][C:7]([NH2:8])=[CH:6][CH:5]=1)[CH3:2].[C:11]([Si:15]([CH3:23])([CH3:22])[O:16][CH2:17][CH2:18][C@@H:19]1[CH2:21][O:20]1)([CH3:14])([CH3:13])[CH3:12]. The catalyst is CCO.O. The product is [C:11]([Si:15]([CH3:23])([CH3:22])[O:16][CH2:17][CH2:18][C@@H:19]([OH:20])[CH2:21][NH:8][C:7]1[CH:9]=[CH:10][C:4]([O:3][CH2:1][CH3:2])=[CH:5][CH:6]=1)([CH3:12])([CH3:14])[CH3:13]. The yield is 0.620.